This data is from Peptide-MHC class I binding affinity with 185,985 pairs from IEDB/IMGT. The task is: Regression. Given a peptide amino acid sequence and an MHC pseudo amino acid sequence, predict their binding affinity value. This is MHC class I binding data. (1) The peptide sequence is HSYLWDHQM. The MHC is HLA-A25:01 with pseudo-sequence HLA-A25:01. The binding affinity (normalized) is 0.0847. (2) The MHC is HLA-A24:03 with pseudo-sequence HLA-A24:03. The peptide sequence is DLAQDPMLI. The binding affinity (normalized) is 0.0847. (3) The peptide sequence is MMHASTSPF. The MHC is HLA-A11:01 with pseudo-sequence HLA-A11:01. The binding affinity (normalized) is 0.0847. (4) The peptide sequence is YENAFLPFT. The MHC is HLA-B18:01 with pseudo-sequence HLA-B18:01. The binding affinity (normalized) is 0.564. (5) The peptide sequence is FLIRRFFMF. The MHC is HLA-B08:02 with pseudo-sequence HLA-B08:02. The binding affinity (normalized) is 0.683. (6) The peptide sequence is SETLLPLTQY. The MHC is HLA-B40:02 with pseudo-sequence HLA-B40:02. The binding affinity (normalized) is 0.303.